This data is from Reaction yield outcomes from USPTO patents with 853,638 reactions. The task is: Predict the reaction yield, written as a fraction of the theoretical maximum amount of product (1.0 means a 100% yield; for example, 0.34 means a 34% yield). (1) The reactants are [C:1]([C:3]1[CH:4]=[C:5]([NH:9][C:10]([N:12]2[CH2:16][CH2:15][CH2:14][CH2:13]2)=[O:11])[CH:6]=[CH:7][CH:8]=1)#[N:2].NCC1C=C(NC(=O)N(CC)C)C=CC=1. No catalyst specified. The product is [NH2:2][CH2:1][C:3]1[CH:4]=[C:5]([NH:9][C:10]([N:12]2[CH2:16][CH2:15][CH2:14][CH2:13]2)=[O:11])[CH:6]=[CH:7][CH:8]=1. The yield is 0.900. (2) The product is [CH:12]1[C:8]2[CH2:9][CH2:10][C:11]3[CH:1]=[CH:2][CH:3]=[CH:4][C:5]=3[C:6](=[CH:16][C:17]3[CH:18]=[CH:19][C:20]([O:24][CH3:25])=[C:21]([NH:23][S:27]([CH3:26])(=[O:29])=[O:28])[CH:22]=3)[C:7]=2[CH:15]=[CH:14][CH:13]=1. The reactants are [CH:1]1[C:11]2[CH2:10][CH2:9][C:8]3[CH:12]=[CH:13][CH:14]=[CH:15][C:7]=3[C:6](=[CH:16][C:17]3[CH:18]=[CH:19][C:20]([O:24][CH3:25])=[C:21]([NH2:23])[CH:22]=3)[C:5]=2[CH:4]=[CH:3][CH:2]=1.[CH3:26][S:27](Cl)(=[O:29])=[O:28]. The yield is 0.770. No catalyst specified. (3) The catalyst is ClC1C=CC=CC=1Cl.Cl[Cu]. The reactants are Br[CH:2]([C:7]1[CH:8]=[C:9]([Cl:15])[C:10]([Cl:14])=[C:11]([Cl:13])[CH:12]=1)[C:3]([F:6])([F:5])[F:4].[CH:16]([C:18]1[CH:19]=[C:20]2[C:24](=[CH:25][CH:26]=1)[C:23](=[O:27])[CH2:22][CH2:21]2)=[CH2:17].N1C=CC=CC=1C1C=CC=CN=1. The product is [F:4][C:3]([F:6])([F:5])[CH:2]([C:7]1[CH:8]=[C:9]([Cl:15])[C:10]([Cl:14])=[C:11]([Cl:13])[CH:12]=1)/[CH:17]=[CH:16]/[C:18]1[CH:19]=[C:20]2[C:24](=[CH:25][CH:26]=1)[C:23](=[O:27])[CH2:22][CH2:21]2. The yield is 0.250. (4) The reactants are C([N:8]1[CH2:13][CH2:12][CH:11]([N:14]2[CH2:23][C:22]3[C:17](=[C:18]([O:24][CH3:25])[CH:19]=[CH:20][CH:21]=3)[NH:16][C:15]2=[O:26])[CH2:10][CH2:9]1)C1C=CC=CC=1. The catalyst is CO.[Pd]. The product is [CH3:25][O:24][C:18]1[CH:19]=[CH:20][CH:21]=[C:22]2[C:17]=1[NH:16][C:15](=[O:26])[N:14]([CH:11]1[CH2:12][CH2:13][NH:8][CH2:9][CH2:10]1)[CH2:23]2. The yield is 0.930. (5) The reactants are [F:1][C:2]1[CH:3]=[C:4]([NH:21][C:22]([C:24]2[C:25](=[O:40])[N:26]([C:34]3[CH:39]=[CH:38][CH:37]=[CH:36][CH:35]=3)[N:27]([CH2:30][CH:31]([OH:33])[CH3:32])[C:28]=2[CH3:29])=[O:23])[CH:5]=[CH:6][C:7]=1[O:8][C:9]1[C:18]2[C:13](=[CH:14][C:15]([O:19][CH3:20])=[CH:16][CH:17]=2)[N:12]=[CH:11][CH:10]=1.[CH3:41][N:42]([CH3:47])[CH2:43][C:44](O)=[O:45].C(Cl)CCl. The catalyst is CN(C1C=CN=CC=1)C.C(Cl)Cl. The product is [CH3:41][N:42]([CH3:47])[CH2:43][C:44]([O:33][C@@H:31]([CH3:32])[CH2:30][N:27]1[C:28]([CH3:29])=[C:24]([C:22](=[O:23])[NH:21][C:4]2[CH:5]=[CH:6][C:7]([O:8][C:9]3[C:18]4[C:13](=[CH:14][C:15]([O:19][CH3:20])=[CH:16][CH:17]=4)[N:12]=[CH:11][CH:10]=3)=[C:2]([F:1])[CH:3]=2)[C:25](=[O:40])[N:26]1[C:34]1[CH:35]=[CH:36][CH:37]=[CH:38][CH:39]=1)=[O:45]. The yield is 0.616. (6) The reactants are [NH2:1][C:2]([C:4]1[CH:13]=[C:12]([C:14]2[CH:19]=[CH:18][C:17]([F:20])=[CH:16][CH:15]=2)[C:11]2[C:6](=[CH:7][C:8]([C:21]([OH:23])=O)=[CH:9][CH:10]=2)[N:5]=1)=[O:3].[NH:24]1[CH2:28][CH2:27][CH2:26][CH2:25]1.F[P-](F)(F)(F)(F)F.N1(O[P+](N(C)C)(N(C)C)N(C)C)C2C=CC=CC=2N=N1.CN(C=O)C. The catalyst is C(Cl)Cl. The product is [F:20][C:17]1[CH:16]=[CH:15][C:14]([C:12]2[C:11]3[C:6](=[CH:7][C:8]([C:21]([N:24]4[CH2:28][CH2:27][CH2:26][CH2:25]4)=[O:23])=[CH:9][CH:10]=3)[N:5]=[C:4]([C:2]([NH2:1])=[O:3])[CH:13]=2)=[CH:19][CH:18]=1. The yield is 0.850. (7) The reactants are I[C:2]1[C:7]([CH3:8])=[CH:6][C:5]([NH:9][C:10]([CH:12]2[CH:16]([C:17]3[CH:22]=[CH:21][CH:20]=[C:19]([Cl:23])[C:18]=3[F:24])[C:15]([C:27]3[CH:32]=[CH:31][C:30]([Cl:33])=[CH:29][C:28]=3[F:34])([C:25]#[N:26])[CH:14]([CH2:35][C:36]([CH3:39])([CH3:38])[CH3:37])[NH:13]2)=[O:11])=[C:4]([CH3:40])[CH:3]=1.O.[C:42](=O)([O-:44])[O-:43].[K+].[K+].[C]=O. The catalyst is CN(C=O)C.C([O-])(=O)C.[Pd+2].C([O-])(=O)C. The product is [Cl:33][C:30]1[CH:31]=[CH:32][C:27]([C@@:15]2([C:25]#[N:26])[C@H:14]([CH2:35][C:36]([CH3:39])([CH3:38])[CH3:37])[NH:13][C@@H:12]([C:10]([NH:9][C:5]3[C:4]([CH3:40])=[CH:3][C:2]([C:42]([OH:44])=[O:43])=[C:7]([CH3:8])[CH:6]=3)=[O:11])[C@@H:16]2[C:17]2[CH:22]=[CH:21][CH:20]=[C:19]([Cl:23])[C:18]=2[F:24])=[C:28]([F:34])[CH:29]=1. The yield is 0.350.